From a dataset of Full USPTO retrosynthesis dataset with 1.9M reactions from patents (1976-2016). Predict the reactants needed to synthesize the given product. (1) Given the product [CH3:42][C:38]1[N:37]=[C:36]([NH:35][S:32]([C:29]2[CH:30]=[CH:31][C:26]([C:50]3[CH:51]=[CH:52][C:47]([C:45]#[N:46])=[CH:48][CH:49]=3)=[CH:27][C:28]=2[O:43][CH3:44])(=[O:34])=[O:33])[CH:41]=[CH:40][CH:39]=1, predict the reactants needed to synthesize it. The reactants are: CC1N=C(NS(C2C=CC(C3C=CC(Cl)=CC=3)=CC=2)(=O)=O)C=CC=1.Br[C:26]1[CH:31]=[CH:30][C:29]([S:32]([NH:35][C:36]2[CH:41]=[CH:40][CH:39]=[C:38]([CH3:42])[N:37]=2)(=[O:34])=[O:33])=[C:28]([O:43][CH3:44])[CH:27]=1.[C:45]([C:47]1[CH:52]=[CH:51][C:50](B(O)O)=[CH:49][CH:48]=1)#[N:46]. (2) Given the product [Cl:1][C:2]1[C:9]([Cl:10])=[CH:8][CH:7]=[CH:6][C:3]=1[CH2:4][C:11]#[N:12], predict the reactants needed to synthesize it. The reactants are: [Cl:1][C:2]1[C:9]([Cl:10])=[CH:8][CH:7]=[CH:6][C:3]=1[CH2:4]Cl.[C-:11]#[N:12].[Na+]. (3) Given the product [CH3:6][C:5]1[CH:2]=[C:3]([NH2:4])[N:7]([C:9]2[CH:14]=[CH:13][CH:12]=[C:11]([CH3:15])[N:10]=2)[N:8]=1, predict the reactants needed to synthesize it. The reactants are: N/[C:2](=[CH:5]\[CH3:6])/[C:3]#[N:4].[NH:7]([C:9]1[CH:14]=[CH:13][CH:12]=[C:11]([CH3:15])[N:10]=1)[NH2:8].C(O)(=O)C.